This data is from HIV replication inhibition screening data with 41,000+ compounds from the AIDS Antiviral Screen. The task is: Binary Classification. Given a drug SMILES string, predict its activity (active/inactive) in a high-throughput screening assay against a specified biological target. (1) The drug is Fc1cccc(C=[N+]2N=C(c3ccncc3)[OH+][Cu-3]23[OH+]C(c2ccncc2)=N[N+]3=Cc2cccc(F)c2)c1. The result is 0 (inactive). (2) The molecule is CCOC(=O)C(=CNc1ccc(S(N)(=O)=O)cc1)C(=O)OCC. The result is 0 (inactive). (3) The molecule is CN(C)P(CCP(CCP(N(C)C)N(C)C)c1ccccc1)N(C)C. The result is 0 (inactive). (4) The compound is N=C1NCCS1. The result is 0 (inactive). (5) The drug is O=[N+]([O-])c1ccc2[nH]nnc2c1. The result is 0 (inactive). (6) The compound is O=C(O)C1=C(C(=O)Nc2ccc(NC(=O)C3=C(C(=O)O)C4C=CC3C4)cc2)C2C=CC1C2. The result is 0 (inactive). (7) The molecule is COc1cc(C)c(Br)c2c1C(=O)C(Br)(Br)CC2. The result is 0 (inactive).